Dataset: NCI-60 drug combinations with 297,098 pairs across 59 cell lines. Task: Regression. Given two drug SMILES strings and cell line genomic features, predict the synergy score measuring deviation from expected non-interaction effect. (1) Drug 1: C1=CC(=CC=C1CCCC(=O)O)N(CCCl)CCCl. Drug 2: CC1C(C(CC(O1)OC2CC(CC3=C2C(=C4C(=C3O)C(=O)C5=C(C4=O)C(=CC=C5)OC)O)(C(=O)CO)O)N)O.Cl. Cell line: A498. Synergy scores: CSS=55.5, Synergy_ZIP=0.353, Synergy_Bliss=2.05, Synergy_Loewe=-6.48, Synergy_HSA=3.10. (2) Drug 1: CC(C1=C(C=CC(=C1Cl)F)Cl)OC2=C(N=CC(=C2)C3=CN(N=C3)C4CCNCC4)N. Drug 2: C1=CN(C(=O)N=C1N)C2C(C(C(O2)CO)O)O.Cl. Cell line: COLO 205. Synergy scores: CSS=47.3, Synergy_ZIP=0.929, Synergy_Bliss=2.47, Synergy_Loewe=-7.77, Synergy_HSA=2.33. (3) Drug 1: CC1=C2C(C(=O)C3(C(CC4C(C3C(C(C2(C)C)(CC1OC(=O)C(C(C5=CC=CC=C5)NC(=O)C6=CC=CC=C6)O)O)OC(=O)C7=CC=CC=C7)(CO4)OC(=O)C)O)C)OC(=O)C. Drug 2: C1CNP(=O)(OC1)N(CCCl)CCCl. Cell line: MCF7. Synergy scores: CSS=28.4, Synergy_ZIP=-10.2, Synergy_Bliss=-4.08, Synergy_Loewe=-83.1, Synergy_HSA=-3.88. (4) Synergy scores: CSS=21.0, Synergy_ZIP=-7.03, Synergy_Bliss=-3.88, Synergy_Loewe=-1.93, Synergy_HSA=-0.579. Drug 1: CCC1(CC2CC(C3=C(CCN(C2)C1)C4=CC=CC=C4N3)(C5=C(C=C6C(=C5)C78CCN9C7C(C=CC9)(C(C(C8N6C)(C(=O)OC)O)OC(=O)C)CC)OC)C(=O)OC)O.OS(=O)(=O)O. Cell line: SF-539. Drug 2: CN(CCCl)CCCl.Cl. (5) Drug 1: CCCS(=O)(=O)NC1=C(C(=C(C=C1)F)C(=O)C2=CNC3=C2C=C(C=N3)C4=CC=C(C=C4)Cl)F. Drug 2: CN(CCCl)CCCl.Cl. Cell line: M14. Synergy scores: CSS=37.2, Synergy_ZIP=3.03, Synergy_Bliss=2.90, Synergy_Loewe=-14.4, Synergy_HSA=0.944. (6) Drug 1: CC1=C(C(=O)C2=C(C1=O)N3CC4C(C3(C2COC(=O)N)OC)N4)N. Drug 2: C1CC(CCC1OC2=C(C(=CC=C2)Cl)F)(CC3=NC(=CC=C3)NC4=NC=CS4)C(=O)O. Cell line: SW-620. Synergy scores: CSS=60.0, Synergy_ZIP=0.259, Synergy_Bliss=1.02, Synergy_Loewe=-3.97, Synergy_HSA=7.08. (7) Drug 1: C(=O)(N)NO. Drug 2: COC1=NC(=NC2=C1N=CN2C3C(C(C(O3)CO)O)O)N. Cell line: SN12C. Synergy scores: CSS=3.73, Synergy_ZIP=-9.48, Synergy_Bliss=-11.7, Synergy_Loewe=-7.04, Synergy_HSA=-6.63. (8) Drug 1: COC1=C(C=C2C(=C1)N=CN=C2NC3=CC(=C(C=C3)F)Cl)OCCCN4CCOCC4. Drug 2: C1=NC2=C(N1)C(=S)N=C(N2)N. Cell line: CCRF-CEM. Synergy scores: CSS=52.0, Synergy_ZIP=2.28, Synergy_Bliss=2.13, Synergy_Loewe=-11.5, Synergy_HSA=2.96.